Task: Predict which catalyst facilitates the given reaction.. Dataset: Catalyst prediction with 721,799 reactions and 888 catalyst types from USPTO (1) Reactant: [H-].[Na+].[CH3:3][N:4]1[CH2:9][CH2:8][CH:7]([OH:10])[CH2:6][CH2:5]1.F[C:12]1[CH:17]=[CH:16][C:15]([N+:18]([O-])=O)=[CH:14][C:13]=1[C:21]([F:24])([F:23])[F:22]. Product: [CH3:3][N:4]1[CH2:9][CH2:8][CH:7]([O:10][C:12]2[CH:17]=[CH:16][C:15]([NH2:18])=[CH:14][C:13]=2[C:21]([F:22])([F:24])[F:23])[CH2:6][CH2:5]1. The catalyst class is: 35. (2) Reactant: C1(P(C2C=CC=CC=2)C2C=CC=CC=2)C=CC=CC=1.[C:20]1(=[O:30])[C:28]2[C:23](=[CH:24][CH:25]=[CH:26][CH:27]=2)[C:22](=[O:29])[NH:21]1.[CH3:31][C:32]1([CH3:39])[CH2:37][CH2:36][CH:35](O)[CH:34]=[CH:33]1.N(C(OC(C)C)=O)=NC(OC(C)C)=O. Product: [CH3:31][C:32]1([CH3:39])[CH2:37][CH2:36][CH:35]([N:21]2[C:22](=[O:29])[C:23]3[C:28](=[CH:27][CH:26]=[CH:25][CH:24]=3)[C:20]2=[O:30])[CH:34]=[CH:33]1. The catalyst class is: 1.